This data is from Forward reaction prediction with 1.9M reactions from USPTO patents (1976-2016). The task is: Predict the product of the given reaction. (1) Given the reactants F[P-](F)(F)(F)(F)F.[N:8]1(O[P+](N(C)C)(N(C)C)N(C)C)[C:12]2C=CC=CC=2N=N1.[F:28][C:29]([F:39])([F:38])[C:30]1[C:34]([C:35](O)=[O:36])=[CH:33][NH:32][N:31]=1.[C:40]12(NC)[CH2:49][CH:44]3[CH2:45][CH:46]([CH2:48][CH:42]([CH2:43]3)[CH2:41]1)[CH2:47]2.C1C=CC2N(O)N=NC=2C=1.CCN(C(C)C)C(C)C.[NH4+].[Cl-], predict the reaction product. The product is: [C:40]12([CH2:12][NH:8][C:35]([C:34]3[C:30]([C:29]([F:39])([F:38])[F:28])=[N:31][NH:32][CH:33]=3)=[O:36])[CH2:41][CH:42]3[CH2:43][CH:44]([CH2:45][CH:46]([CH2:48]3)[CH2:47]1)[CH2:49]2. (2) Given the reactants [CH:1]1([N:4]2[C:13]3[C:8](=[CH:9][C:10]([F:24])=[C:11]([N:16]4[CH2:21][CH:20]([CH3:22])[NH:19][CH:18]([CH3:23])[CH2:17]4)[C:12]=3[O:14][CH3:15])[C:7](=[O:25])[C:6]([C:26]([NH:28][CH2:29][C:30]3[CH:35]=[CH:34][C:33]([Cl:36])=[CH:32][C:31]=3[Cl:37])=[O:27])=[CH:5]2)[CH2:3][CH2:2]1.[O:38]1[C:40]([CH3:42])([CH3:41])[CH2:39]1, predict the reaction product. The product is: [ClH:36].[CH:1]1([N:4]2[C:13]3[C:8](=[CH:9][C:10]([F:24])=[C:11]([N:16]4[CH2:17][CH:18]([CH3:23])[N:19]([CH2:39][C:40]([OH:38])([CH3:42])[CH3:41])[CH:20]([CH3:22])[CH2:21]4)[C:12]=3[O:14][CH3:15])[C:7](=[O:25])[C:6]([C:26]([NH:28][CH2:29][C:30]3[CH:35]=[CH:34][C:33]([Cl:36])=[CH:32][C:31]=3[Cl:37])=[O:27])=[CH:5]2)[CH2:3][CH2:2]1. (3) Given the reactants [C:1]([C:3]1[CH:8]=[CH:7][C:6]([NH:9][C:10]2[N:32]=[C:13]3[CH:14]=[CH:15][CH:16]=[C:17]([NH:18][C@H:19]4[CH2:24][CH2:23][CH2:22][N:21](C(OC(C)(C)C)=O)[CH2:20]4)[N:12]3[N:11]=2)=[CH:5][C:4]=1[F:33])#[N:2].Cl, predict the reaction product. The product is: [F:33][C:4]1[CH:5]=[C:6]([NH:9][C:10]2[N:32]=[C:13]3[CH:14]=[CH:15][CH:16]=[C:17]([NH:18][C@H:19]4[CH2:24][CH2:23][CH2:22][NH:21][CH2:20]4)[N:12]3[N:11]=2)[CH:7]=[CH:8][C:3]=1[C:1]#[N:2]. (4) Given the reactants [Br:1][C:2]1[CH:3]=[CH:4][C:5]([CH:9]=O)=[N:6][C:7]=1[CH3:8].[N:11]1([C:17]([O:19][C:20]([CH3:23])([CH3:22])[CH3:21])=[O:18])[CH2:16][CH2:15][NH:14][CH2:13][CH2:12]1.ClCCCl.C(O[BH-](OC(=O)C)OC(=O)C)(=O)C.[Na+], predict the reaction product. The product is: [Br:1][C:2]1[CH:3]=[CH:4][C:5]([CH2:9][N:14]2[CH2:13][CH2:12][N:11]([C:17]([O:19][C:20]([CH3:23])([CH3:22])[CH3:21])=[O:18])[CH2:16][CH2:15]2)=[N:6][C:7]=1[CH3:8]. (5) Given the reactants Br[CH2:2][C:3]1[CH:8]=[C:7]([O:9][CH:10]([CH3:12])[CH3:11])[CH:6]=[C:5]([C:13]([C:16]2[CH:21]=[C:20]([N+:22]([O-:24])=[O:23])[CH:19]=[C:18]([Cl:25])[CH:17]=2)([CH3:15])[CH3:14])[CH:4]=1.[NH:26]1[CH2:31][CH2:30][O:29][CH2:28][CH2:27]1.CCN(C(C)C)C(C)C, predict the reaction product. The product is: [Cl:25][C:18]1[CH:17]=[C:16]([C:13]([C:5]2[CH:4]=[C:3]([CH:8]=[C:7]([O:9][CH:10]([CH3:12])[CH3:11])[CH:6]=2)[CH2:2][N:26]2[CH2:31][CH2:30][O:29][CH2:28][CH2:27]2)([CH3:15])[CH3:14])[CH:21]=[C:20]([N+:22]([O-:24])=[O:23])[CH:19]=1. (6) The product is: [Br:17][C:18]1[CH:25]=[CH:24][C:21]([C:22]#[N:23])=[C:20]([O:9][C:3]2[CH:8]=[CH:7][CH:6]=[CH:5][CH:4]=2)[CH:19]=1. Given the reactants [H-].[Na+].[C:3]1([OH:9])[CH:8]=[CH:7][CH:6]=[CH:5][CH:4]=1.[O-]C1C=CC=CC=1.[Br:17][C:18]1[CH:25]=[CH:24][C:21]([C:22]#[N:23])=[C:20](F)[CH:19]=1.[OH-].[Na+], predict the reaction product. (7) Given the reactants O1CCOCC1.[OH-].[Na+].C([O:12][C:13]1[CH:42]=[CH:41][C:40]([N:43]2[CH2:48][CH2:47][CH2:46][CH2:45][CH2:44]2)=[CH:39][C:14]=1[C:15]([NH:17][C:18]1[CH:30]=[C:29]([C:31]2[CH:36]=[CH:35][CH:34]=[CH:33][C:32]=2[O:37][CH3:38])[CH:28]=[CH:27][C:19]=1[C:20]([O:22][C:23]([CH3:26])([CH3:25])[CH3:24])=[O:21])=[O:16])(=O)C.C(O)(=O)CC(CC(O)=O)(C(O)=O)O, predict the reaction product. The product is: [OH:12][C:13]1[CH:42]=[CH:41][C:40]([N:43]2[CH2:48][CH2:47][CH2:46][CH2:45][CH2:44]2)=[CH:39][C:14]=1[C:15]([NH:17][C:18]1[CH:30]=[C:29]([C:31]2[CH:36]=[CH:35][CH:34]=[CH:33][C:32]=2[O:37][CH3:38])[CH:28]=[CH:27][C:19]=1[C:20]([O:22][C:23]([CH3:25])([CH3:24])[CH3:26])=[O:21])=[O:16].